Dataset: Forward reaction prediction with 1.9M reactions from USPTO patents (1976-2016). Task: Predict the product of the given reaction. (1) Given the reactants [N+:1]([C:4]1[CH:17]=[CH:16][C:7]([O:8][CH2:9][CH2:10][N:11]2[CH:15]=[N:14][CH:13]=[N:12]2)=[CH:6][CH:5]=1)([O-])=O.[Cl-].[Ca+2].[Cl-], predict the reaction product. The product is: [N:11]1([CH2:10][CH2:9][O:8][C:7]2[CH:16]=[CH:17][C:4]([NH2:1])=[CH:5][CH:6]=2)[CH:15]=[N:14][CH:13]=[N:12]1. (2) Given the reactants [NH2:1][C:2]1[C:7]2[C:8](=[O:30])[N:9]([C:14]3[CH:19]=[CH:18][C:17](B4OC(C)(C)C(C)(C)O4)=[C:16]([F:29])[CH:15]=3)[CH2:10][C@@H:11]([CH3:13])[O:12][C:6]=2[N:5]=[CH:4][N:3]=1.P([O-])([O-])([O-])=O.[K+].[K+].[K+].Br[C:40]1[CH:47]=[CH:46][C:45]([Cl:48])=[CH:44][C:41]=1[C:42]#[N:43].C(O)C, predict the reaction product. The product is: [NH2:1][C:2]1[C:7]2[C:8](=[O:30])[N:9]([C:14]3[CH:19]=[CH:18][C:17]([C:40]4[C:41]([C:42]#[N:43])=[CH:44][C:45]([Cl:48])=[CH:46][CH:47]=4)=[C:16]([F:29])[CH:15]=3)[CH2:10][C@@H:11]([CH3:13])[O:12][C:6]=2[N:5]=[CH:4][N:3]=1.